From a dataset of Reaction yield outcomes from USPTO patents with 853,638 reactions. Predict the reaction yield, written as a fraction of the theoretical maximum amount of product (1.0 means a 100% yield; for example, 0.34 means a 34% yield). (1) The reactants are [OH:1][C:2]1[CH:7]=[CH:6][CH:5]=[CH:4][N:3]=1.CC[N:10]([CH2:13]C)CC.[O:15]=[S:16](Cl)Cl.[CH2:19]1[CH2:23][O:22][CH2:21][CH2:20]1. No catalyst specified. The product is [S:16]([O:22][C:23]1[CH:19]=[CH:20][CH:21]=[CH:13][N:10]=1)([O:1][C:2]1[CH:7]=[CH:6][CH:5]=[CH:4][N:3]=1)=[O:15]. The yield is 0.910. (2) The reactants are [C:1]([O:4][C@H:5]1[CH2:9][C@H:8]([N:10]2[C:14]3[N:15]=[CH:16][N:17]=[C:18]([NH:19][C:20](=[O:22])[CH3:21])[C:13]=3[CH:12]=[CH:11]2)[CH2:7][C@H:6]1[CH2:23][O:24][Si](C(C)(C)C)(C)C)(=[O:3])[CH3:2]. The catalyst is C1COCC1.N1C=CC=CC=1.F.N1C=CC=CC=1. The product is [C:1]([O:4][C@H:5]1[CH2:9][C@H:8]([N:10]2[C:14]3[N:15]=[CH:16][N:17]=[C:18]([NH:19][C:20](=[O:22])[CH3:21])[C:13]=3[CH:12]=[CH:11]2)[CH2:7][C@H:6]1[CH2:23][OH:24])(=[O:3])[CH3:2]. The yield is 0.830.